This data is from Full USPTO retrosynthesis dataset with 1.9M reactions from patents (1976-2016). The task is: Predict the reactants needed to synthesize the given product. (1) Given the product [I:17][C:14]1[CH:15]=[C:16]2[C:11]([C:10]([C:18]([N:25]3[CH2:30][CH2:29][O:28][CH2:27][CH2:26]3)=[O:20])=[N:9][N:8]2[C:6]2[CH:5]=[CH:4][N:3]=[C:2]([NH2:1])[N:7]=2)=[CH:12][CH:13]=1, predict the reactants needed to synthesize it. The reactants are: [NH2:1][C:2]1[N:7]=[C:6]([N:8]2[C:16]3[C:11](=[CH:12][CH:13]=[C:14]([I:17])[CH:15]=3)[C:10]([C:18]([OH:20])=O)=[N:9]2)[CH:5]=[CH:4][N:3]=1.S(Cl)(Cl)=O.[NH:25]1[CH2:30][CH2:29][O:28][CH2:27][CH2:26]1. (2) Given the product [Br:8][C:5]1[CH:6]=[CH:7][C:2]([NH:14][C:13]2[CH:15]=[CH:16][C:10]([F:9])=[CH:11][CH:12]=2)=[N:3][CH:4]=1, predict the reactants needed to synthesize it. The reactants are: Br[C:2]1[CH:7]=[CH:6][C:5]([Br:8])=[CH:4][N:3]=1.[F:9][C:10]1[CH:16]=[CH:15][C:13]([NH2:14])=[CH:12][CH:11]=1.[Na].C([O-])(C)(C)C.